This data is from Forward reaction prediction with 1.9M reactions from USPTO patents (1976-2016). The task is: Predict the product of the given reaction. (1) Given the reactants [CH2:1]([O:8][C:9]1[C:10]2[N:11]([C:20]([CH3:24])=[C:21]([CH3:23])[N:22]=2)[CH:12]=[C:13]([C:15](OCC)=[O:16])[CH:14]=1)[C:2]1[CH:7]=[CH:6][CH:5]=[CH:4][CH:3]=1.[H-].[Al+3].[Li+].[H-].[H-].[H-].[Na], predict the reaction product. The product is: [CH2:1]([O:8][C:9]1[C:10]2[N:11]([C:20]([CH3:24])=[C:21]([CH3:23])[N:22]=2)[CH:12]=[C:13]([CH2:15][OH:16])[CH:14]=1)[C:2]1[CH:3]=[CH:4][CH:5]=[CH:6][CH:7]=1. (2) The product is: [NH2:33][C:31]1[N:30]=[N:29][C:10]([C:12]2[CH:17]=[CH:16][C:15]([CH3:18])=[CH:14][CH:13]=2)=[C:8]([C:5]2[CH:6]=[CH:7][C:2]([CH3:1])=[CH:3][CH:4]=2)[N:32]=1. Given the reactants [CH3:1][C:2]1[CH:7]=[CH:6][C:5]([C:8]([C:10]([C:12]2[CH:17]=[CH:16][C:15]([CH3:18])=[CH:14][CH:13]=2)=O)=O)=[CH:4][CH:3]=1.S(O)(=O)(=O)C.S(O)(=O)(=O)C.[NH2:29][NH:30][C:31]([NH2:33])=[NH:32], predict the reaction product. (3) Given the reactants N(C(OCC)=O)=NC(OCC)=O.C1(P(C2C=CC=CC=2)C2C=CC=CC=2)C=CC=CC=1.[CH:32]1[C:44]2[C:43](=[CH:45][CH2:46][OH:47])[C:42]3[C:37](=[CH:38][CH:39]=[CH:40][CH:41]=3)[C:36]=2[CH:35]=[CH:34][CH:33]=1.[CH2:48]([O:50][CH:51]([CH2:57][C:58]1[CH:63]=[CH:62][C:61](O)=[CH:60][CH:59]=1)[C:52]([O:54][CH2:55][CH3:56])=[O:53])[CH3:49], predict the reaction product. The product is: [CH2:48]([O:50][CH:51]([CH2:57][C:58]1[CH:59]=[CH:60][C:61]([O:47][CH2:46][CH:45]=[C:43]2[C:44]3[CH:32]=[CH:33][CH:34]=[CH:35][C:36]=3[C:37]3[C:42]2=[CH:41][CH:40]=[CH:39][CH:38]=3)=[CH:62][CH:63]=1)[C:52]([O:54][CH2:55][CH3:56])=[O:53])[CH3:49]. (4) Given the reactants [C@@H:1]1([N:9]2[CH:17]=[C:15]([CH3:16])[C:13](=[O:14])[NH:12][C:10]2=[O:11])[O:8][C@H:5]([CH2:6][OH:7])[C@@H:3]([OH:4])[CH2:2]1.N1C=CN=C1.[C:23]([Si:27](Cl)([CH3:29])[CH3:28])([CH3:26])([CH3:25])[CH3:24], predict the reaction product. The product is: [Si:27]([O:7][CH2:6][C@H:5]1[O:8][C@@H:1]([N:9]2[CH:17]=[C:15]([CH3:16])[C:13](=[O:14])[NH:12][C:10]2=[O:11])[CH2:2][C@@H:3]1[OH:4])([C:23]([CH3:26])([CH3:25])[CH3:24])([CH3:29])[CH3:28]. (5) The product is: [C:23]([C:27]1[CH:31]=[C:30]([NH:32][C:33]([NH:1][C:2]2[CH:20]=[CH:19][C:5]([O:6][C:7]3[C:16]4[N:15]=[C:14]([CH3:17])[C:13](=[O:18])[NH:12][C:11]=4[N:10]=[CH:9][CH:8]=3)=[CH:4][C:3]=2[S:21][CH3:22])=[O:34])[N:29]([C:35]2[CH:40]=[CH:39][CH:38]=[CH:37][CH:36]=2)[N:28]=1)([CH3:26])([CH3:24])[CH3:25]. Given the reactants [NH2:1][C:2]1[CH:20]=[CH:19][C:5]([O:6][C:7]2[C:16]3[N:15]=[C:14]([CH3:17])[C:13](=[O:18])[NH:12][C:11]=3[N:10]=[CH:9][CH:8]=2)=[CH:4][C:3]=1[S:21][CH3:22].[C:23]([C:27]1[CH:31]=[C:30]([N:32]=[C:33]=[O:34])[N:29]([C:35]2[CH:40]=[CH:39][CH:38]=[CH:37][CH:36]=2)[N:28]=1)([CH3:26])([CH3:25])[CH3:24], predict the reaction product.